The task is: Predict the reactants needed to synthesize the given product.. This data is from Full USPTO retrosynthesis dataset with 1.9M reactions from patents (1976-2016). (1) The reactants are: [CH3:1][O:2][C:3]([C:5]1[C:10]([NH2:11])=[CH:9][C:8]([C:12]([F:15])([F:14])[F:13])=[C:7]([Br:16])[N:6]=1)=[O:4].[C:17]1(C)[CH:22]=[CH:21][C:20](S(O)(=O)=O)=[CH:19][CH:18]=1.C(CC(=O)C)C(C)=O. Given the product [CH3:1][O:2][C:3]([C:5]1[C:10]([N:11]2[C:19]([CH3:20])=[CH:18][CH:17]=[C:22]2[CH3:21])=[CH:9][C:8]([C:12]([F:15])([F:13])[F:14])=[C:7]([Br:16])[N:6]=1)=[O:4], predict the reactants needed to synthesize it. (2) Given the product [Cl:1][C:2]1[CH:7]=[CH:6][C:5]([CH2:8][CH2:9][C@@H:10]2[N:15]([CH3:33])[CH2:14][CH2:13][N:12]([C:16]3[C:25]4[CH:24]=[C:23]([CH3:26])[S:22][C:21]=4[NH:20][C:19]4[CH:27]=[CH:28][CH:29]=[CH:30][C:18]=4[N:17]=3)[CH2:11]2)=[CH:4][CH:3]=1, predict the reactants needed to synthesize it. The reactants are: [Cl:1][C:2]1[CH:7]=[CH:6][C:5]([CH2:8][CH2:9][C@@H:10]2[NH:15][CH2:14][CH2:13][N:12]([C:16]3[C:25]4[CH:24]=[C:23]([CH3:26])[S:22][C:21]=4[NH:20][C:19]4[CH:27]=[CH:28][CH:29]=[CH:30][C:18]=4[N:17]=3)[CH2:11]2)=[CH:4][CH:3]=1.C=O.[C:33](O[BH-](OC(=O)C)OC(=O)C)(=O)C.[Na+]. (3) Given the product [Cl:4][CH2:5][C:6]([C:19]1[CH:20]=[C:16]([C:13]2[CH:14]=[CH:15][C:10]([Cl:9])=[CH:11][CH:12]=2)[S:17][C:18]=1[CH3:21])=[O:7], predict the reactants needed to synthesize it. The reactants are: C(=S)=S.[Cl:4][CH2:5][C:6](Cl)=[O:7].[Cl:9][C:10]1[CH:15]=[CH:14][C:13]([C:16]2[S:17][C:18]([CH3:21])=[CH:19][CH:20]=2)=[CH:12][CH:11]=1. (4) Given the product [Cl:1][C:2]1[CH:3]=[C:4]([N:8]2[C:12]([C:13]3[CH:18]=[CH:17][CH:16]=[C:15]([O:19][CH2:20][CH2:21][CH2:22][N:29]4[CH2:33][CH2:32][CH2:31][CH2:30]4)[CH:14]=3)=[CH:11][C:10]([C:24]([O:26][CH2:27][CH3:28])=[O:25])=[N:9]2)[CH:5]=[CH:6][CH:7]=1, predict the reactants needed to synthesize it. The reactants are: [Cl:1][C:2]1[CH:3]=[C:4]([N:8]2[C:12]([C:13]3[CH:18]=[CH:17][CH:16]=[C:15]([O:19][CH2:20][CH2:21][CH2:22]Cl)[CH:14]=3)=[CH:11][C:10]([C:24]([O:26][CH2:27][CH3:28])=[O:25])=[N:9]2)[CH:5]=[CH:6][CH:7]=1.[NH:29]1[CH2:33][CH2:32][CH2:31][CH2:30]1. (5) Given the product [Br:1][C:2]1[CH:3]=[C:4]2[C:9]([C:8]([CH:13]([CH3:15])[CH3:14])=[CH:7][CH2:6][C:5]2([CH3:16])[CH3:17])=[CH:10][CH:11]=1, predict the reactants needed to synthesize it. The reactants are: [Br:1][C:2]1[CH:3]=[C:4]2[C:9](=[CH:10][CH:11]=1)[C:8]([CH:13]([CH3:15])[CH3:14])(O)[CH2:7][CH2:6][C:5]2([CH3:17])[CH3:16].BrC1C=CC(C(OCC)=O)=CC=1. (6) Given the product [OH:42][CH2:41][CH2:40][CH2:39][NH:38][C:34]([C:16]1([CH3:37])[CH:15]([C:11]2[CH:12]=[CH:13][CH:14]=[C:9]([Cl:8])[CH:10]=2)[C:19]([C:22]2[CH:23]=[CH:24][C:25]([Cl:28])=[CH:26][CH:27]=2)([C:20]#[N:21])[CH:18]([CH2:29][C:30]([CH3:33])([CH3:32])[CH3:31])[NH:17]1)=[O:35], predict the reactants needed to synthesize it. The reactants are: FC(F)(F)C(O)=O.[Cl:8][C:9]1[CH:10]=[C:11]([CH:15]2[C:19]([C:22]3[CH:27]=[CH:26][C:25]([Cl:28])=[CH:24][CH:23]=3)([C:20]#[N:21])[CH:18]([CH2:29][C:30]([CH3:33])([CH3:32])[CH3:31])[NH:17][C:16]2([CH3:37])[C:34](O)=[O:35])[CH:12]=[CH:13][CH:14]=1.[NH2:38][CH2:39][CH2:40][CH2:41][OH:42].CN(C(ON1N=NC2C=CC=NC1=2)=[N+](C)C)C.F[P-](F)(F)(F)(F)F.CCN(C(C)C)C(C)C. (7) Given the product [O:13]1[CH2:14][CH2:15][N:10]([C:7]2[CH:6]=[CH:5][C:4]([NH2:1])=[N:9][CH:8]=2)[CH2:11][CH2:12]1, predict the reactants needed to synthesize it. The reactants are: [N+:1]([C:4]1[N:9]=[CH:8][C:7]([N:10]2[CH2:15][CH2:14][O:13][CH2:12][CH2:11]2)=[CH:6][CH:5]=1)([O-])=O.[Cl-].[NH4+]. (8) Given the product [Cl:1][C:2]1[CH:3]=[C:4]([CH:24]([CH2:32][CH:33]([CH3:35])[CH3:34])[C:25]([O:27][CH2:28][CH3:29])=[O:26])[CH:5]=[C:6]([C:14]2[CH:15]=[CH:16][C:17]([C:20]([F:21])([F:22])[F:23])=[CH:18][CH:19]=2)[C:7]=1[O:8][CH2:9][C:10]([F:13])([F:12])[F:11], predict the reactants needed to synthesize it. The reactants are: [Cl:1][C:2]1[CH:3]=[C:4]([CH2:24][C:25]([O:27][CH2:28][CH3:29])=[O:26])[CH:5]=[C:6]([C:14]2[CH:19]=[CH:18][C:17]([C:20]([F:23])([F:22])[F:21])=[CH:16][CH:15]=2)[C:7]=1[O:8][CH2:9][C:10]([F:13])([F:12])[F:11].[H-].[Na+].[CH2:32](Br)[CH:33]([CH3:35])[CH3:34].[NH4+].[Cl-].